Dataset: Catalyst prediction with 721,799 reactions and 888 catalyst types from USPTO. Task: Predict which catalyst facilitates the given reaction. (1) Reactant: [CH2:1]1[CH2:5][N:4]([P+](ON2N=NC3C=CC=CC2=3)([N:4]2[CH2:5][CH2:1][CH2:2][CH2:3]2)[N:4]2[CH2:5][CH2:1][CH2:2][CH2:3]2)[CH2:3][CH2:2]1.F[P-](F)(F)(F)(F)F.[C:34]([C:37]1[CH:38]=[C:39]2[C:43](=[CH:44][CH:45]=1)[NH:42][C:41](=[O:46])[CH2:40]2)([OH:36])=O.N1CCCC1.C(N(CC)CC)C. Product: [N:4]1([C:34]([C:37]2[CH:38]=[C:39]3[C:43](=[CH:44][CH:45]=2)[NH:42][C:41](=[O:46])[CH2:40]3)=[O:36])[CH2:5][CH2:1][CH2:2][CH2:3]1. The catalyst class is: 4. (2) Reactant: Br[C:2]1[C:3]([O:13][CH3:14])=[C:4]2[C:8](=[CH:9][CH:10]=1)[N:7]([CH3:11])[C:6](=[O:12])[CH2:5]2.[N:15]1[CH:20]=[CH:19][CH:18]=[C:17](B(O)O)[CH:16]=1.COCCOC.C(=O)([O-])[O-].[Na+].[Na+]. Product: [CH3:14][O:13][C:3]1[C:2]([C:17]2[CH:16]=[N:15][CH:20]=[CH:19][CH:18]=2)=[CH:10][CH:9]=[C:8]2[C:4]=1[CH2:5][C:6](=[O:12])[N:7]2[CH3:11]. The catalyst class is: 668.